From a dataset of Forward reaction prediction with 1.9M reactions from USPTO patents (1976-2016). Predict the product of the given reaction. The product is: [CH3:26][C:21]1([CH3:27])[C:22]([CH3:24])([CH3:25])[O:23][B:19]([C:17]2[CH:16]=[N:15][N:14]([CH2:13][C:10]3([CH2:9][OH:8])[CH2:12][CH2:11]3)[CH:18]=2)[O:20]1. Given the reactants C([O:8][CH2:9][C:10]1([CH2:13][N:14]2[CH:18]=[C:17]([B:19]3[O:23][C:22]([CH3:25])([CH3:24])[C:21]([CH3:27])([CH3:26])[O:20]3)[CH:16]=[N:15]2)[CH2:12][CH2:11]1)C1C=CC=CC=1, predict the reaction product.